This data is from Retrosynthesis with 50K atom-mapped reactions and 10 reaction types from USPTO. The task is: Predict the reactants needed to synthesize the given product. Given the product CC(C)(C)OC(=O)N1CCN(c2ccc(N)cc2)C(=O)C1, predict the reactants needed to synthesize it. The reactants are: CC(C)(C)OC(=O)OC(=O)OC(C)(C)C.Nc1ccc(N2CCNCC2=O)cc1.